Task: Predict which catalyst facilitates the given reaction.. Dataset: Catalyst prediction with 721,799 reactions and 888 catalyst types from USPTO (1) Reactant: O.[OH-].[Na+].C[O:5][C:6](=[O:28])[CH2:7][C:8]1([C:19]2[C:20]([O:25][CH2:26][CH3:27])=[N:21][CH:22]=[CH:23][CH:24]=2)[C:16]2[C:11](=[CH:12][CH:13]=[C:14]([Cl:17])[CH:15]=2)[NH:10][C:9]1=[O:18].Cl. Product: [Cl:17][C:14]1[CH:15]=[C:16]2[C:11](=[CH:12][CH:13]=1)[NH:10][C:9](=[O:18])[C:8]2([CH2:7][C:6]([OH:28])=[O:5])[C:19]1[C:20]([O:25][CH2:26][CH3:27])=[N:21][CH:22]=[CH:23][CH:24]=1. The catalyst class is: 8. (2) Reactant: [N:1]1[CH:6]=[CH:5][CH:4]=[CH:3][C:2]=1[C:7]([C:9]1[S:13][C:12]([NH2:14])=[N:11][C:10]=1[C:15]1[O:16][CH:17]=[CH:18][CH:19]=1)=[O:8].[C:20](N1C=CN=C1)(N1C=CN=C1)=[O:21].CCCCCC. Product: [O:16]1[CH:17]=[CH:18][CH:19]=[C:15]1[C:10]1[N:11]=[C:12]([N:14]=[C:20]=[O:21])[S:13][C:9]=1[C:7]([C:2]1[CH:3]=[CH:4][CH:5]=[CH:6][N:1]=1)=[O:8]. The catalyst class is: 4. (3) Reactant: Br.[Br:2][CH2:3][C:4]([C:6]1[CH:11]=[CH:10][CH:9]=[CH:8][N:7]=1)=[O:5].[N:12]1[CH:17]=[CH:16][CH:15]=[CH:14][CH:13]=1. Product: [BrH:2].[O:5]=[C:4]([C:6]1[CH:11]=[CH:10][CH:9]=[CH:8][N:7]=1)[CH2:3][N+:12]1[CH:17]=[CH:16][CH:15]=[CH:14][CH:13]=1. The catalyst class is: 7. (4) Reactant: [CH3:1][O:2][C:3]1[CH:12]=[C:11]2[C:6]([CH:7]=[CH:8][C:9](=[O:16])[N:10]2[CH2:13][CH:14]=C)=[N:5][CH:4]=1.I([O-])(=O)(=O)=[O:18].[Na+]. Product: [CH3:1][O:2][C:3]1[CH:12]=[C:11]2[C:6]([CH:7]=[CH:8][C:9](=[O:16])[N:10]2[CH2:13][CH:14]=[O:18])=[N:5][CH:4]=1. The catalyst class is: 785. (5) Product: [CH2:1]([C:8]1[C:17]2[C:12](=[CH:13][CH:14]=[C:15]([O:18][CH3:19])[CH:16]=2)[CH2:11][CH2:10][C:9]=1[NH:25][C:21](=[O:24])[CH2:22][CH3:23])[C:2]1[CH:7]=[CH:6][CH:5]=[CH:4][CH:3]=1. Reactant: [CH2:1]([CH:8]1[C:17]2[C:12](=[CH:13][CH:14]=[C:15]([O:18][CH3:19])[CH:16]=2)[CH2:11][CH2:10][C:9]1=O)[C:2]1[CH:7]=[CH:6][CH:5]=[CH:4][CH:3]=1.[C:21]([NH2:25])(=[O:24])[CH2:22][CH3:23].O.C1(C)C=CC(S(O)(=O)=O)=CC=1. The catalyst class is: 11. (6) Product: [Cl:2][C:3]1[C:8]2[O:9][CH2:10][O:11][C:7]=2[CH:6]=[C:5]([CH:12]([C:17](=[O:18])[C:16]([F:23])([F:22])[F:15])[C:13]#[N:14])[CH:4]=1. Reactant: [Na].[Cl:2][C:3]1[C:8]2[O:9][CH2:10][O:11][C:7]=2[CH:6]=[C:5]([CH2:12][C:13]#[N:14])[CH:4]=1.[F:15][C:16]([F:23])([F:22])[C:17](OCC)=[O:18]. The catalyst class is: 8. (7) Reactant: [Cl-].O[NH3+:3].[C:4](=[O:7])([O-])[OH:5].[Na+].[OH:9][C:10]1([CH:14]([O:16][C@H:17]2[CH2:22][CH2:21][C@H:20]([N:23]3[C:28](=[O:29])[C:27]([CH2:30][C:31]4[CH:36]=[CH:35][C:34]([C:37]5[C:38]([C:43]#[N:44])=[CH:39][CH:40]=[CH:41][CH:42]=5)=[CH:33][CH:32]=4)=[C:26]([CH2:45][CH2:46][CH3:47])[N:25]4[N:48]=[CH:49][N:50]=[C:24]34)[CH2:19][CH2:18]2)[CH3:15])[CH2:13][CH2:12][CH2:11]1. Product: [OH:9][C:10]1([CH:14]([O:16][C@H:17]2[CH2:22][CH2:21][C@H:20]([N:23]3[C:28](=[O:29])[C:27]([CH2:30][C:31]4[CH:32]=[CH:33][C:34]([C:37]5[CH:42]=[CH:41][CH:40]=[CH:39][C:38]=5[C:43]5[NH:3][C:4](=[O:7])[O:5][N:44]=5)=[CH:35][CH:36]=4)=[C:26]([CH2:45][CH2:46][CH3:47])[N:25]4[N:48]=[CH:49][N:50]=[C:24]34)[CH2:19][CH2:18]2)[CH3:15])[CH2:11][CH2:12][CH2:13]1. The catalyst class is: 148. (8) Reactant: C[O:2][C:3](=[O:33])[C:4]1[CH:9]=[C:8]([O:10][C:11]2[NH:15][C:14]3[CH:16]=[C:17]([F:31])[C:18]([C:21]4[CH:22]=[C:23]5[C:27](=[CH:28][CH:29]=4)[N:26]([CH3:30])[CH:25]=[CH:24]5)=[C:19]([F:20])[C:13]=3[N:12]=2)[CH:7]=[CH:6][C:5]=1[CH3:32].CO.O.[OH-].[Na+]. Product: [F:20][C:19]1[C:13]2[N:12]=[C:11]([O:10][C:8]3[CH:7]=[CH:6][C:5]([CH3:32])=[C:4]([CH:9]=3)[C:3]([OH:33])=[O:2])[NH:15][C:14]=2[CH:16]=[C:17]([F:31])[C:18]=1[C:21]1[CH:22]=[C:23]2[C:27](=[CH:28][CH:29]=1)[N:26]([CH3:30])[CH:25]=[CH:24]2. The catalyst class is: 1.